Dataset: Forward reaction prediction with 1.9M reactions from USPTO patents (1976-2016). Task: Predict the product of the given reaction. (1) Given the reactants [NH2:1][C@@H:2]([CH2:8][C:9]1[CH:14]=[CH:13][CH:12]=[CH:11][CH:10]=1)[C@H:3]([OH:7])[C:4]([OH:6])=[O:5].[Na+].[Cl-].CCN(CC)CC.Cl[C:25]([C:27]1[C:28]([CH3:37])=[C:29]([O:33][C:34](=[O:36])[CH3:35])[CH:30]=[CH:31][CH:32]=1)=[O:26].Cl.[C:39](OC(=O)C)(=[O:41])[CH3:40].CS(O)(=O)=O, predict the reaction product. The product is: [C:39]([O:7][C@@H:3]([C@@H:2]([NH:1][C:25](=[O:26])[C:27]1[CH:32]=[CH:31][CH:30]=[C:29]([O:33][C:34](=[O:36])[CH3:35])[C:28]=1[CH3:37])[CH2:8][C:9]1[CH:14]=[CH:13][CH:12]=[CH:11][CH:10]=1)[C:4]([OH:6])=[O:5])(=[O:41])[CH3:40]. (2) Given the reactants C[Al](C)C.[CH3:5][O:6][C:7]1[CH:8]=[C:9]([CH2:15][CH2:16][C:17]2[CH:18]=[C:19]([NH2:22])[NH:20][N:21]=2)[CH:10]=[C:11]([O:13][CH3:14])[CH:12]=1.[CH:23]1([N:26]2[CH2:31][CH2:30][N:29]([C:32]3[N:37]=[CH:36][C:35]([C:38](OC)=[O:39])=[CH:34][N:33]=3)[CH2:28][CH2:27]2)[CH2:25][CH2:24]1, predict the reaction product. The product is: [CH:23]1([N:26]2[CH2:27][CH2:28][N:29]([C:32]3[N:37]=[CH:36][C:35]([C:38]([NH:22][C:19]4[NH:20][N:21]=[C:17]([CH2:16][CH2:15][C:9]5[CH:8]=[C:7]([O:6][CH3:5])[CH:12]=[C:11]([O:13][CH3:14])[CH:10]=5)[CH:18]=4)=[O:39])=[CH:34][N:33]=3)[CH2:30][CH2:31]2)[CH2:25][CH2:24]1. (3) Given the reactants [NH:1](C(OC(C)(C)C)=O)[C@H:2]([C:4]([NH:6][C@H:7]([C:25]([N:27]1[CH2:66][CH2:65][CH2:64][C@H:28]1[C:29]([NH:31][C@H:32]([C:34]([NH:36][C@H:37]([C:54]([O:56]CC1C=CC=CC=1)=[O:55])[CH2:38][CH2:39][CH2:40][CH2:41][NH:42]C(OCC1C=CC=CC=1Cl)=O)=[O:35])[CH3:33])=[O:30])=[O:26])[CH2:8][CH2:9][CH2:10][NH:11][C:12](=[NH:24])[NH:13]S(C1C=CC(C)=CC=1)(=O)=O)=[O:5])[CH3:3].C1(OC)C=CC=CC=1, predict the reaction product. The product is: [NH2:1][C@H:2]([C:4]([NH:6][C@H:7]([C:25]([N:27]1[CH2:66][CH2:65][CH2:64][C@H:28]1[C:29]([NH:31][C@H:32]([C:34]([NH:36][C@H:37]([C:54]([OH:56])=[O:55])[CH2:38][CH2:39][CH2:40][CH2:41][NH2:42])=[O:35])[CH3:33])=[O:30])=[O:26])[CH2:8][CH2:9][CH2:10][NH:11][C:12](=[NH:13])[NH2:24])=[O:5])[CH3:3]. (4) Given the reactants C(=[N:14][C:15]1[CH:16]=[CH:17][C:18]([F:29])=[C:19]([C@@:21]2([CH3:28])[NH:26][C:25](=[S:27])[CH2:24][O:23][CH2:22]2)[CH:20]=1)(C1C=CC=CC=1)C1C=CC=CC=1.[ClH:30], predict the reaction product. The product is: [ClH:30].[NH2:14][C:15]1[CH:16]=[CH:17][C:18]([F:29])=[C:19]([C@@:21]2([CH3:28])[NH:26][C:25](=[S:27])[CH2:24][O:23][CH2:22]2)[CH:20]=1.